Dataset: Forward reaction prediction with 1.9M reactions from USPTO patents (1976-2016). Task: Predict the product of the given reaction. (1) Given the reactants Br.[NH2:2][C:3]1[S:4][C:5](Br)=[CH:6][N:7]=1.C1(C)C=CC=CC=1.[N+:16]([C:19]1[CH:24]=[CH:23][CH:22]=[CH:21][C:20]=1B(O)O)([O-:18])=[O:17].C(=O)([O-])[O-].[Na+].[Na+], predict the reaction product. The product is: [N+:16]([C:19]1[CH:24]=[CH:23][CH:22]=[CH:21][C:20]=1[C:5]1[S:4][C:3]([NH2:2])=[N:7][CH:6]=1)([O-:18])=[O:17]. (2) Given the reactants [OH-].[Li+].C[O:4][C:5](=[O:34])[C:6]1[CH:11]=[CH:10][C:9]([CH2:12][CH:13]2[CH2:22][CH2:21][C:20]3[C:15](=[CH:16][CH:17]=[CH:18][C:19]=3[C:23]3[CH:28]=[CH:27][CH:26]=[C:25]([C:29]([F:32])([F:31])[F:30])[CH:24]=3)[C:14]2=[O:33])=[CH:8][CH:7]=1, predict the reaction product. The product is: [O:33]=[C:14]1[C:15]2[C:20](=[C:19]([C:23]3[CH:28]=[CH:27][CH:26]=[C:25]([C:29]([F:30])([F:31])[F:32])[CH:24]=3)[CH:18]=[CH:17][CH:16]=2)[CH2:21][CH2:22][CH:13]1[CH2:12][C:9]1[CH:8]=[CH:7][C:6]([C:5]([OH:34])=[O:4])=[CH:11][CH:10]=1. (3) Given the reactants C(OC([N:8]1[CH2:24][CH2:23][C@@H:11]2[N:12]([CH3:22])[C:13]3[C:14]([C:20]#[N:21])=[CH:15][C:16](Br)=[CH:17][C:18]=3[C@@H:10]2[CH2:9]1)=O)(C)(C)C.[Br-].[F:26][C:27]1[CH:34]=[C:33]([F:35])[CH:32]=[CH:31][C:28]=1[CH2:29][Zn+], predict the reaction product. The product is: [F:26][C:27]1[CH:34]=[C:33]([F:35])[CH:32]=[CH:31][C:28]=1[CH2:29][C:16]1[CH:17]=[C:18]2[C:13](=[C:14]([C:20]#[N:21])[CH:15]=1)[N:12]([CH3:22])[C@H:11]1[CH2:23][CH2:24][NH:8][CH2:9][C@@H:10]21. (4) Given the reactants [CH3:1][O:2][C:3](=[O:24])[C:4]1[CH:9]=[CH:8][CH:7]=[C:6]([N:10]2[C:14]([CH3:15])=[CH:13][CH:12]=[C:11]2[C:16]2[CH:21]=[C:20]([Br:22])[CH:19]=[CH:18][C:17]=2[OH:23])[N:5]=1.[CH2:25](Br)[C:26]1[CH:31]=[CH:30][CH:29]=[CH:28][CH:27]=1.C([O-])([O-])=O.[K+].[K+].O, predict the reaction product. The product is: [CH3:13][CH2:12][CH2:11][CH:16]([CH3:21])[CH3:17].[CH3:25][CH2:1][O:2][C:3]([CH3:4])=[O:24].[CH3:1][O:2][C:3](=[O:24])[C:4]1[CH:9]=[CH:8][CH:7]=[C:6]([N:10]2[C:14]([CH3:15])=[CH:13][CH:12]=[C:11]2[C:16]2[CH:21]=[C:20]([Br:22])[CH:19]=[CH:18][C:17]=2[O:23][CH2:25][C:26]2[CH:31]=[CH:30][CH:29]=[CH:28][CH:27]=2)[N:5]=1. (5) Given the reactants C(O[CH:5]1[C:14]2[C:9](=[CH:10][C:11]([O:15][CH3:16])=[CH:12][CH:13]=2)[CH:8]([CH2:17][CH2:18][NH:19][C:20](=[O:22])[CH3:21])[CH2:7][CH2:6]1)(=O)C.[OH-].[Na+].Cl, predict the reaction product. The product is: [CH3:16][O:15][C:11]1[CH:10]=[C:9]2[C:14]([CH:5]=[CH:6][CH2:7][CH:8]2[CH2:17][CH2:18][NH:19][C:20](=[O:22])[CH3:21])=[CH:13][CH:12]=1. (6) Given the reactants C([O:8][C:9]1[C:10]([CH3:22])=[C:11]([CH:15]=[CH:16][C:17]([O:19][CH2:20][CH3:21])=[O:18])[CH:12]=[CH:13][CH:14]=1)C1C=CC=CC=1, predict the reaction product. The product is: [OH:8][C:9]1[C:10]([CH3:22])=[C:11]([CH2:15][CH2:16][C:17]([O:19][CH2:20][CH3:21])=[O:18])[CH:12]=[CH:13][CH:14]=1.